The task is: Predict the reactants needed to synthesize the given product.. This data is from Full USPTO retrosynthesis dataset with 1.9M reactions from patents (1976-2016). Given the product [CH3:1][C@@H:2]([C@@H:14]1[C@@:18]2([CH3:43])[CH2:19][CH2:20][C@@H:21]3[C@@:26]4([CH3:41])[CH2:27][CH2:28][C@H:29]([NH:31][CH2:32][CH2:33][CH2:34][NH:35][CH2:36][CH2:37][CH2:38][CH2:39][NH2:40])[CH2:30][C@@H:25]4[CH2:24][C@@H:23]([OH:42])[C@H:22]3[C@@H:17]2[CH2:16][CH2:15]1)[CH2:3][CH2:4][C@@H:5]([O:9][S:10]([OH:13])(=[O:12])=[O:11])[CH:6]([CH3:7])[CH3:8].[CH3:44][C@H:45]([OH:49])[C:46]([OH:48])=[O:47].[CH3:1][C@@H:2]([C@@H:14]1[C@@:18]2([CH3:43])[CH2:19][CH2:20][C@@H:21]3[C@@:26]4([CH3:41])[CH2:27][CH2:28][C@H:29]([NH:31][CH2:32][CH2:33][CH2:34][NH:35][CH2:36][CH2:37][CH2:38][CH2:39][NH2:40])[CH2:30][C@@H:25]4[CH2:24][C@@H:23]([OH:42])[C@H:22]3[C@@H:17]2[CH2:16][CH2:15]1)[CH2:3][CH2:4][C@@H:5]([O:9][S:10]([OH:13])(=[O:12])=[O:11])[CH:6]([CH3:7])[CH3:8].[P:50]([O-:54])([O-:53])([O-:52])=[O:51], predict the reactants needed to synthesize it. The reactants are: [CH3:1][C@@H:2]([C@@H:14]1[C@@:18]2([CH3:43])[CH2:19][CH2:20][C@@H:21]3[C@@:26]4([CH3:41])[CH2:27][CH2:28][C@H:29]([NH:31][CH2:32][CH2:33][CH2:34][NH:35][CH2:36][CH2:37][CH2:38][CH2:39][NH2:40])[CH2:30][C@@H:25]4[CH2:24][C@@H:23]([OH:42])[C@H:22]3[C@@H:17]2[CH2:16][CH2:15]1)[CH2:3][CH2:4][C@@H:5]([O:9][S:10]([OH:13])(=[O:12])=[O:11])[CH:6]([CH3:8])[CH3:7].[CH3:44][C@H:45]([OH:49])[C:46]([OH:48])=[O:47].[P:50]([O-:54])([O-:53])([O-:52])=[O:51].P([O-])([O-])([O-])=O.[Na+].[Na+].[Na+].